Dataset: Full USPTO retrosynthesis dataset with 1.9M reactions from patents (1976-2016). Task: Predict the reactants needed to synthesize the given product. (1) Given the product [C:24]1([C:34]2[CH:35]=[CH:18][C:17]3[C:16](=[CH:23][CH:22]=[CH:21][CH:20]=3)[N:15]=2)[C:33]2[C:28](=[CH:29][CH:30]=[CH:31][CH:32]=2)[CH:27]=[CH:26][CH:25]=1, predict the reactants needed to synthesize it. The reactants are: O=P12OP3(OP(OP(O3)(O1)=O)(=O)O2)=O.[NH2:15][C:16]1[CH:23]=[CH:22][CH:21]=[CH:20][C:17]=1[CH:18]=O.[C:24]1([CH:34]([C:35]([CH:34]([C:24]2[C:33]3[C:28](=[CH:29][CH:30]=[CH:31][CH:32]=3)[CH:27]=[CH:26][CH:25]=2)C)=O)[CH3:35])[C:33]2[C:28](=[CH:29][CH:30]=[CH:31][CH:32]=2)[CH:27]=[CH:26][CH:25]=1. (2) Given the product [CH2:3]([O:4]/[CH:5]=[N:1]/[C:2]1[C:10]2[C:5](=[N:6][C:7]([N:17]([CH3:19])[CH3:18])=[C:8]3[CH2:14][O:13][C:12]([CH3:16])([CH3:15])[CH2:11][C:9]3=2)[O:4][C:3]=1[C:20]([O:22][CH2:23][CH3:24])=[O:21])[CH3:2], predict the reactants needed to synthesize it. The reactants are: [NH2:1][C:2]1[C:10]2[C:5](=[N:6][C:7]([N:17]([CH3:19])[CH3:18])=[C:8]3[CH2:14][O:13][C:12]([CH3:16])([CH3:15])[CH2:11][C:9]3=2)[O:4][C:3]=1[C:20]([O:22][CH2:23][CH3:24])=[O:21]. (3) Given the product [N:25]1([CH2:31][CH2:2][CH2:3][CH2:4][CH2:5][CH2:6][N:7]2[C:15]3[C:10](=[CH:11][CH:12]=[CH:13][CH:14]=3)[C:9]3[CH2:16][CH2:17][O:18][C:19]4[CH:24]=[CH:23][CH:22]=[CH:21][C:20]=4[C:8]2=3)[CH2:30][CH2:29][CH2:28][CH2:27][CH2:26]1, predict the reactants needed to synthesize it. The reactants are: Cl[CH2:2][CH2:3][CH2:4][CH2:5][CH2:6][N:7]1[C:15]2[C:10](=[CH:11][CH:12]=[CH:13][CH:14]=2)[C:9]2[CH2:16][CH2:17][O:18][C:19]3[CH:24]=[CH:23][CH:22]=[CH:21][C:20]=3[C:8]1=2.[NH:25]1[CH2:30][CH2:29][CH2:28][CH2:27][CH2:26]1.[CH3:31]N(C=O)C. (4) Given the product [CH:1]1([CH2:4][O:5][C:6]2[N:11]=[C:10]([C:12]([NH:14][C@@H:15]([CH2:21][CH:22]([CH3:24])[CH3:23])[C:16]([OH:18])=[O:17])=[O:13])[CH:9]=[CH:8][C:7]=2[N:25]2[CH2:28][C:27]([F:29])([F:30])[CH2:26]2)[CH2:3][CH2:2]1, predict the reactants needed to synthesize it. The reactants are: [CH:1]1([CH2:4][O:5][C:6]2[N:11]=[C:10]([C:12]([NH:14][C@@H:15]([CH2:21][CH:22]([CH3:24])[CH3:23])[C:16]([O:18]CC)=[O:17])=[O:13])[CH:9]=[CH:8][C:7]=2[N:25]2[CH2:28][C:27]([F:30])([F:29])[CH2:26]2)[CH2:3][CH2:2]1.[OH-].[Li+]. (5) Given the product [CH2:31]([O:30][C@@H:4]([CH2:5][C:6]1[CH:11]=[CH:10][C:9]([O:12][CH2:13][C:14]2[N:15]=[C:16]([C:20]3[CH:25]=[CH:24][CH:23]=[CH:22][CH:21]=3)[O:17][C:18]=2[CH3:19])=[CH:8][C:7]=1[C:26]([F:27])([F:28])[F:29])[C:3]([OH:33])=[O:2])[CH3:32], predict the reactants needed to synthesize it. The reactants are: C[O:2][C:3](=[O:33])[C@@H:4]([O:30][CH2:31][CH3:32])[CH2:5][C:6]1[CH:11]=[CH:10][C:9]([O:12][CH2:13][C:14]2[N:15]=[C:16]([C:20]3[CH:25]=[CH:24][CH:23]=[CH:22][CH:21]=3)[O:17][C:18]=2[CH3:19])=[CH:8][C:7]=1[C:26]([F:29])([F:28])[F:27].[Li+].[OH-]. (6) Given the product [Cl:18][C:19]1[CH:20]=[C:21]2[C:25](=[CH:26][CH:27]=1)[NH:24][C:23]([S:28]([N:31]1[CH2:32][CH2:33][N:34]([CH2:37][C:39]3[CH:44]=[CH:43][C:42]([C:3]4[CH:4]=[CH:5][C:6](=[O:17])[N:7]([CH2:9][CH2:10][N:11]5[CH2:16][CH2:15][O:14][CH2:13][CH2:12]5)[N:8]=4)=[CH:41][CH:40]=3)[C:35](=[O:49])[CH2:36]1)(=[O:30])=[O:29])=[CH:22]2, predict the reactants needed to synthesize it. The reactants are: Cl.Cl[C:3]1[CH:4]=[CH:5][C:6](=[O:17])[N:7]([CH2:9][CH2:10][N:11]2[CH2:16][CH2:15][O:14][CH2:13][CH2:12]2)[N:8]=1.[Cl:18][C:19]1[CH:20]=[C:21]2[C:25](=[CH:26][CH:27]=1)[NH:24][C:23]([S:28]([N:31]1[CH2:36][CH2:35][N:34]([C:37]([C:39]3[CH:44]=[CH:43][C:42](B(O)O)=[CH:41][CH:40]=3)=O)[CH2:33][CH2:32]1)(=[O:30])=[O:29])=[CH:22]2.C(=O)([O-])[O-:49].[Cs+].[Cs+].